This data is from Peptide-MHC class II binding affinity with 134,281 pairs from IEDB. The task is: Regression. Given a peptide amino acid sequence and an MHC pseudo amino acid sequence, predict their binding affinity value. This is MHC class II binding data. (1) The peptide sequence is NVSHIQSAVVCGRRH. The MHC is DRB3_0101 with pseudo-sequence DRB3_0101. The binding affinity (normalized) is 0.273. (2) The peptide sequence is DIVEVDRDTARRHLA. The MHC is HLA-DQA10501-DQB10303 with pseudo-sequence HLA-DQA10501-DQB10303. The binding affinity (normalized) is 0.209. (3) The peptide sequence is AHILDGDNLFPKV. The MHC is HLA-DQA10501-DQB10201 with pseudo-sequence HLA-DQA10501-DQB10201. The binding affinity (normalized) is 0.287. (4) The peptide sequence is IIELFTAKGFTVQEM. The MHC is HLA-DPA10201-DPB11401 with pseudo-sequence HLA-DPA10201-DPB11401. The binding affinity (normalized) is 0.214.